This data is from Reaction yield outcomes from USPTO patents with 853,638 reactions. The task is: Predict the reaction yield, written as a fraction of the theoretical maximum amount of product (1.0 means a 100% yield; for example, 0.34 means a 34% yield). The reactants are Cl[CH2:2][CH2:3][NH:4][C:5](=[O:18])[NH:6][C:7]1[S:11][C:10]([C:12]([O:14][CH2:15][CH3:16])=[O:13])=[C:9]([CH3:17])[CH:8]=1.C(=O)([O-])[O-].[K+].[K+]. The catalyst is C(#N)C. The product is [CH3:17][C:9]1[CH:8]=[C:7]([N:6]2[CH2:2][CH2:3][NH:4][C:5]2=[O:18])[S:11][C:10]=1[C:12]([O:14][CH2:15][CH3:16])=[O:13]. The yield is 0.880.